This data is from Reaction yield outcomes from USPTO patents with 853,638 reactions. The task is: Predict the reaction yield, written as a fraction of the theoretical maximum amount of product (1.0 means a 100% yield; for example, 0.34 means a 34% yield). The reactants are [F:1][C:2]([F:35])([F:34])[C:3]1[CH:4]=[C:5]([CH:27]=[C:28]([C:30]([F:33])([F:32])[F:31])[CH:29]=1)[C:6]([N:8]1[CH2:13][CH2:12][CH:11]([N:14]2[CH2:19][CH2:18][NH:17][CH2:16][CH2:15]2)[CH2:10][CH:9]1[CH2:20][C:21]1[CH:26]=[CH:25][CH:24]=[CH:23][CH:22]=1)=[O:7].[Cl:36][C:37]1[CH:38]=[C:39]([CH:44]([CH2:56][CH2:57]OS(C)(=O)=O)[CH2:45][N:46]([CH3:55])[C:47](=[O:54])[C:48]2[CH:53]=[CH:52][CH:51]=[CH:50][CH:49]=2)[CH:40]=[CH:41][C:42]=1[Cl:43].[C:63]([O-:66])([OH:65])=O.[Na+]. The catalyst is C(O)C. The product is [C:6]([OH:54])(=[O:7])/[CH:5]=[CH:27]/[C:63]([OH:66])=[O:65].[F:35][C:2]([F:34])([F:1])[C:3]1[CH:4]=[C:5]([CH:27]=[C:28]([C:30]([F:33])([F:31])[F:32])[CH:29]=1)[C:6]([N:8]1[CH2:13][CH2:12][C@H:11]([N:14]2[CH2:15][CH2:16][N:17]([CH2:57][CH2:56][CH:44]([C:39]3[CH:40]=[CH:41][C:42]([Cl:43])=[C:37]([Cl:36])[CH:38]=3)[CH2:45][N:46]([CH3:55])[C:47](=[O:54])[C:48]3[CH:49]=[CH:50][CH:51]=[CH:52][CH:53]=3)[CH2:18][CH2:19]2)[CH2:10][C@@H:9]1[CH2:20][C:21]1[CH:26]=[CH:25][CH:24]=[CH:23][CH:22]=1)=[O:7]. The yield is 0.270.